Dataset: Full USPTO retrosynthesis dataset with 1.9M reactions from patents (1976-2016). Task: Predict the reactants needed to synthesize the given product. Given the product [C:28]([O:27][C:25]([N:2]1[CH2:7][CH2:6][CH:5]([NH:8][C:9]2[S:10][CH:11]=[C:12]([C:14]3[CH:22]=[CH:21][C:17]([C:18]([OH:20])=[O:19])=[CH:16][CH:15]=3)[N:13]=2)[CH2:4][CH2:3]1)=[O:26])([CH3:31])([CH3:30])[CH3:29], predict the reactants needed to synthesize it. The reactants are: Br.[NH:2]1[CH2:7][CH2:6][CH:5]([NH:8][C:9]2[S:10][CH:11]=[C:12]([C:14]3[CH:22]=[CH:21][C:17]([C:18]([OH:20])=[O:19])=[CH:16][CH:15]=3)[N:13]=2)[CH2:4][CH2:3]1.[OH-].[Na+].[C:25](O[C:25]([O:27][C:28]([CH3:31])([CH3:30])[CH3:29])=[O:26])([O:27][C:28]([CH3:31])([CH3:30])[CH3:29])=[O:26].